Dataset: Reaction yield outcomes from USPTO patents with 853,638 reactions. Task: Predict the reaction yield, written as a fraction of the theoretical maximum amount of product (1.0 means a 100% yield; for example, 0.34 means a 34% yield). (1) The reactants are C(Cl)(=O)C(Cl)=O.CS(C)=O.[C:11]([O:15][C:16]([N:18]1[CH2:27][C:26]2[N:22]([C:23]([C@H:28]3[CH2:33][CH2:32][C@H:31]([OH:34])[CH2:30][CH2:29]3)=[N:24][N:25]=2)[C:21]2[CH:35]=[CH:36][C:37]([Cl:39])=[CH:38][C:20]=2[CH2:19]1)=[O:17])([CH3:14])([CH3:13])[CH3:12].C(N(CC)CC)C. The product is [C:11]([O:15][C:16]([N:18]1[CH2:27][C:26]2[N:22]([C:23]([CH:28]3[CH2:29][CH2:30][C:31](=[O:34])[CH2:32][CH2:33]3)=[N:24][N:25]=2)[C:21]2[CH:35]=[CH:36][C:37]([Cl:39])=[CH:38][C:20]=2[CH2:19]1)=[O:17])([CH3:14])([CH3:12])[CH3:13]. The yield is 0.900. The catalyst is ClCCl. (2) The reactants are [CH2:1]([NH:3][C:4]([NH:6][C:7]1[CH:12]=[CH:11][C:10]([C:13]2[N:14]=[C:15]([N:24]3[CH2:29][CH2:28][O:27][CH2:26][C@@H:25]3[CH3:30])[C:16]3[CH2:17][CH2:18][NH:19][CH2:20][CH2:21][C:22]=3[N:23]=2)=[CH:9][CH:8]=1)=[O:5])[CH3:2].Cl[C:32]1[CH:37]=[C:36]([CH3:38])[N:35]=[CH:34][N:33]=1. No catalyst specified. The product is [CH2:1]([NH:3][C:4]([NH:6][C:7]1[CH:12]=[CH:11][C:10]([C:13]2[N:14]=[C:15]([N:24]3[CH2:29][CH2:28][O:27][CH2:26][C@@H:25]3[CH3:30])[C:16]3[CH2:17][CH2:18][N:19]([C:32]4[CH:37]=[C:36]([CH3:38])[N:35]=[CH:34][N:33]=4)[CH2:20][CH2:21][C:22]=3[N:23]=2)=[CH:9][CH:8]=1)=[O:5])[CH3:2]. The yield is 0.360. (3) The reactants are S1C=CC=C1C1OC(C=C2CCNCC2)=NN=1.C(OC([N:25]1[CH2:30][CH2:29][C:28](=[CH:31][C:32]2[CH:36]=[C:35]([C:37]3[S:38][CH:39]=[CH:40][CH:41]=3)[O:34][N:33]=2)[CH2:27][CH2:26]1)=O)(C)(C)C.C(OC(N1CCC(=CC2OC(C3SC=CC=3)=NN=2)CC1)=O)(C)(C)C. No catalyst specified. The product is [S:38]1[CH:39]=[CH:40][CH:41]=[C:37]1[C:35]1[O:34][N:33]=[C:32]([CH:31]=[C:28]2[CH2:29][CH2:30][NH:25][CH2:26][CH2:27]2)[CH:36]=1. The yield is 0.700. (4) The reactants are [NH2:1][C:2]1[N:7]=[C:6](Cl)[CH:5]=[CH:4][N:3]=1.[NH:9]1[C:17]2[C:12](=[CH:13][CH:14]=[CH:15][CH:16]=2)[CH:11]=[CH:10]1.C([O-])([O-])=O.[Cs+].[Cs+]. The catalyst is CN(C=O)C.O. The product is [N:9]1([C:6]2[CH:5]=[CH:4][N:3]=[C:2]([NH2:1])[N:7]=2)[C:17]2[C:12](=[CH:13][CH:14]=[CH:15][CH:16]=2)[CH:11]=[CH:10]1. The yield is 0.370.